Task: Predict which catalyst facilitates the given reaction.. Dataset: Catalyst prediction with 721,799 reactions and 888 catalyst types from USPTO Reactant: [NH2:1][CH:2]1[CH2:10][C@@H:9]2[N:5]([CH2:6][C@H:7]([O:18][C@@H:19]([C:21]3[CH:26]=[C:25]([C:27]([F:30])([F:29])[F:28])[CH:24]=[C:23]([C:31]([F:34])([F:33])[F:32])[CH:22]=3)[CH3:20])[C@H:8]2[C:11]2[CH:16]=[CH:15][C:14]([F:17])=[CH:13][CH:12]=2)[C:4](=[O:35])[CH2:3]1.N1C=CC=CC=1.[C:42](OC(=O)C)(=[O:44])[CH3:43]. Product: [F:33][C:31]([F:34])([F:32])[C:23]1[CH:22]=[C:21]([C@H:19]([O:18][C@H:7]2[CH2:6][N:5]3[C@@H:9]([CH2:10][CH:2]([NH:1][C:42](=[O:44])[CH3:43])[CH2:3][C:4]3=[O:35])[C@@H:8]2[C:11]2[CH:16]=[CH:15][C:14]([F:17])=[CH:13][CH:12]=2)[CH3:20])[CH:26]=[C:25]([C:27]([F:28])([F:29])[F:30])[CH:24]=1. The catalyst class is: 2.